This data is from Reaction yield outcomes from USPTO patents with 853,638 reactions. The task is: Predict the reaction yield, written as a fraction of the theoretical maximum amount of product (1.0 means a 100% yield; for example, 0.34 means a 34% yield). (1) The reactants are O.[O:2]=[CH:3][C@@H:4]([C@H:6]([C@@H:8]([C@@H:10]([CH2:12][OH:13])[OH:11])[OH:9])[OH:7])[OH:5].[C:14]([O-:26])(=[O:25])[CH2:15][C:16]([CH2:21][C:22]([O-:24])=[O:23])([C:18]([O-:20])=[O:19])[OH:17].[NH4+:27].[NH4+].[NH4+]. No catalyst specified. The product is [C:14]([O-:26])(=[O:25])[CH2:15][C:16]([CH2:21][C:22]([O-:24])=[O:23])([C:18]([O-:20])=[O:19])[OH:17].[NH4+:27].[NH4+:27].[NH4+:27].[O:2]=[CH:3][C@@H:4]([C@H:6]([C@@H:8]([C@@H:10]([CH2:12][OH:13])[OH:11])[OH:9])[OH:7])[OH:5]. The yield is 0.250. (2) The yield is 0.549. The product is [Cl:10][C:6]1[CH:5]=[N:4][CH:3]=[C:2]([C:19]2[CH:20]=[C:21]3[C:25](=[CH:26][CH:27]=2)[N:24]([C:28](=[O:40])[CH2:29][C:30]2[CH:35]=[CH:34][CH:33]=[C:32]([C:36]([F:39])([F:37])[F:38])[CH:31]=2)[CH2:23][CH2:22]3)[C:7]=1[C:8]#[N:9]. The catalyst is O.C1C=CC([P]([Pd]([P](C2C=CC=CC=2)(C2C=CC=CC=2)C2C=CC=CC=2)([P](C2C=CC=CC=2)(C2C=CC=CC=2)C2C=CC=CC=2)[P](C2C=CC=CC=2)(C2C=CC=CC=2)C2C=CC=CC=2)(C2C=CC=CC=2)C2C=CC=CC=2)=CC=1. The reactants are Cl[C:2]1[CH:3]=[N:4][CH:5]=[C:6]([Cl:10])[C:7]=1[C:8]#[N:9].CC1(C)C(C)(C)OB([C:19]2[CH:20]=[C:21]3[C:25](=[CH:26][CH:27]=2)[N:24]([C:28](=[O:40])[CH2:29][C:30]2[CH:35]=[CH:34][CH:33]=[C:32]([C:36]([F:39])([F:38])[F:37])[CH:31]=2)[CH2:23][CH2:22]3)O1.O1CCOCC1.C([O-])(O)=O.[Na+]. (3) The reactants are [CH2:1]([O:3][C:4]([C:6]1[C:14]2[CH2:13][CH2:12][N:11]([C:15]3[CH:20]=[CH:19][C:18](I)=[CH:17][CH:16]=3)[C:10](=[O:22])[C:9]=2[N:8]([C:23]2[CH:28]=[CH:27][C:26]([O:29][CH3:30])=[CH:25][CH:24]=2)[N:7]=1)=[O:5])[CH3:2].[CH:31]([C:33]1[CH:38]=[CH:37][CH:36]=[CH:35][C:34]=1B(O)O)=[O:32].C([O-])([O-])=O.[K+].[K+]. The catalyst is C1(C)C=CC=CC=1.C(O)C.O.C1C=CC([P]([Pd]([P](C2C=CC=CC=2)(C2C=CC=CC=2)C2C=CC=CC=2)([P](C2C=CC=CC=2)(C2C=CC=CC=2)C2C=CC=CC=2)[P](C2C=CC=CC=2)(C2C=CC=CC=2)C2C=CC=CC=2)(C2C=CC=CC=2)C2C=CC=CC=2)=CC=1. The product is [CH2:1]([O:3][C:4]([C:6]1[C:14]2[CH2:13][CH2:12][N:11]([C:15]3[CH:20]=[CH:19][C:18]([C:34]4[CH:35]=[CH:36][CH:37]=[CH:38][C:33]=4[CH:31]=[O:32])=[CH:17][CH:16]=3)[C:10](=[O:22])[C:9]=2[N:8]([C:23]2[CH:28]=[CH:27][C:26]([O:29][CH3:30])=[CH:25][CH:24]=2)[N:7]=1)=[O:5])[CH3:2]. The yield is 0.840. (4) The reactants are [F:1][C:2]1[CH:7]=[CH:6][C:5]([F:8])=[CH:4][C:3]=1[NH:9][CH2:10][C:11]1[CH:16]=[CH:15][CH:14]=[C:13]([O:17][C:18]([F:23])([F:22])[CH:19]([F:21])[F:20])[CH:12]=1.[F:24][C:25]([F:30])([F:29])[CH:26]1[O:28][CH2:27]1. The catalyst is C(#N)C.FC(F)(F)S([O-])(=O)=O.[Yb+3].FC(F)(F)S([O-])(=O)=O.FC(F)(F)S([O-])(=O)=O. The yield is 0.840. The product is [F:1][C:2]1[CH:7]=[CH:6][C:5]([F:8])=[CH:4][C:3]=1[N:9]([CH2:10][C:11]1[CH:16]=[CH:15][CH:14]=[C:13]([O:17][C:18]([F:22])([F:23])[CH:19]([F:20])[F:21])[CH:12]=1)[CH2:27][CH:26]([OH:28])[C:25]([F:30])([F:29])[F:24].